From a dataset of Reaction yield outcomes from USPTO patents with 853,638 reactions. Predict the reaction yield, written as a fraction of the theoretical maximum amount of product (1.0 means a 100% yield; for example, 0.34 means a 34% yield). (1) The reactants are C[O:2][C:3](=[O:39])[C:4]1[CH:9]=[CH:8][C:7]([NH:10][CH2:11][CH2:12][C:13]2[C:21]3[C:16](=[CH:17][CH:18]=[C:19]([Cl:22])[CH:20]=3)[N:15]([CH:23]([C:30]3[CH:35]=[CH:34][CH:33]=[CH:32][CH:31]=3)[C:24]3[CH:29]=[CH:28][CH:27]=[CH:26][CH:25]=3)[C:14]=2[CH2:36][CH2:37][NH2:38])=[CH:6][CH:5]=1.[Cl:40][C:41]1[CH:46]=[CH:45][CH:44]=[CH:43][C:42]=1[S:47](Cl)(=[O:49])=[O:48]. No catalyst specified. The product is [CH:23]([N:15]1[C:16]2[C:21](=[CH:20][C:19]([Cl:22])=[CH:18][CH:17]=2)[C:13]([CH2:12][CH2:11][NH:10][C:7]2[CH:8]=[CH:9][C:4]([C:3]([OH:39])=[O:2])=[CH:5][CH:6]=2)=[C:14]1[CH2:36][CH2:37][NH:38][S:47]([C:42]1[CH:43]=[CH:44][CH:45]=[CH:46][C:41]=1[Cl:40])(=[O:49])=[O:48])([C:24]1[CH:25]=[CH:26][CH:27]=[CH:28][CH:29]=1)[C:30]1[CH:31]=[CH:32][CH:33]=[CH:34][CH:35]=1. The yield is 0.210. (2) The reactants are [NH2:1][C:2]1[C:7]([OH:8])=[CH:6][CH:5]=[CH:4][N:3]=1.[CH2:9]([O:11][C:12]([N:14]=[C:15]=[S:16])=[O:13])[CH3:10]. The catalyst is ClCCl. The product is [OH:8][C:7]1[C:2]([NH:1][C:15]([NH:14][C:12]([O:11][CH2:9][CH3:10])=[O:13])=[S:16])=[N:3][CH:4]=[CH:5][CH:6]=1. The yield is 0.380. (3) The reactants are [N:1]([CH2:4][CH2:5][CH:6]([S:11]([OH:14])(=[O:13])=[O:12])[C:7]([O:9]C)=[O:8])=[N+:2]=[N-:3]. The catalyst is Cl. The product is [N:1]([CH2:4][CH2:5][CH:6]([S:11]([OH:14])(=[O:12])=[O:13])[C:7]([OH:9])=[O:8])=[N+:2]=[N-:3]. The yield is 0.990. (4) The reactants are [Br:1][C:2]1[C:3](Cl)=[N:4][CH:5]=[C:6]([N+:8]([O-:10])=[O:9])[CH:7]=1.[F:12][C:13]1[CH:19]=[C:18]([F:20])[CH:17]=[CH:16][C:14]=1[NH2:15]. No catalyst specified. The product is [Br:1][C:2]1[C:3]([NH:15][C:14]2[CH:16]=[CH:17][C:18]([F:20])=[CH:19][C:13]=2[F:12])=[N:4][CH:5]=[C:6]([N+:8]([O-:10])=[O:9])[CH:7]=1. The yield is 0.530. (5) The reactants are S(Cl)(Cl)=O.[Br:5][C:6]1[CH:11]=[CH:10][C:9](/[C:12](=[CH:16]\[C:17]2[CH:18]=[N:19][CH:20]=[CH:21][CH:22]=2)/[C:13]([OH:15])=[O:14])=[CH:8][CH:7]=1.[CH3:23]O. No catalyst specified. The product is [Br:5][C:6]1[CH:11]=[CH:10][C:9](/[C:12](=[CH:16]\[C:17]2[CH:18]=[N:19][CH:20]=[CH:21][CH:22]=2)/[C:13]([O:15][CH3:23])=[O:14])=[CH:8][CH:7]=1. The yield is 0.760. (6) The reactants are [NH2:1][C:2]1[CH:10]=[C:9]([Cl:11])[CH:8]=[CH:7][C:3]=1[C:4]([OH:6])=[O:5].Cl.[CH3:13]O. No catalyst specified. The product is [NH2:1][C:2]1[CH:10]=[C:9]([Cl:11])[CH:8]=[CH:7][C:3]=1[C:4]([O:6][CH3:13])=[O:5]. The yield is 0.620. (7) The reactants are [NH2:1][C:2]1[CH:7]=[CH:6][C:5](Br)=[CH:4][N:3]=1.C([Li])CCC.Cl[Si](C)(C)CC[Si](Cl)(C)C.[C:24]1([S:30]([N:33]2[C:37]3=[N:38][CH:39]=[C:40]([Cl:42])[CH:41]=[C:36]3[C:35]([CH:43]=[O:44])=[CH:34]2)(=[O:32])=[O:31])[CH:29]=[CH:28][CH:27]=[CH:26][CH:25]=1. The catalyst is O1CCCC1.O. The product is [NH2:1][C:2]1[N:3]=[CH:4][C:5]([CH:43]([C:35]2[C:36]3[C:37](=[N:38][CH:39]=[C:40]([Cl:42])[CH:41]=3)[N:33]([S:30]([C:24]3[CH:25]=[CH:26][CH:27]=[CH:28][CH:29]=3)(=[O:32])=[O:31])[CH:34]=2)[OH:44])=[CH:6][CH:7]=1. The yield is 0.509.